This data is from hERG Central: cardiac toxicity at 1µM, 10µM, and general inhibition. The task is: Predict hERG channel inhibition at various concentrations. (1) The compound is Cc1ccc2[nH]c(=O)c(CN(CCCN(C)C)C(=O)Nc3cccc(Cl)c3)cc2c1. Results: hERG_inhib (hERG inhibition (general)): blocker. (2) The molecule is CCN1CCCC1Cn1cnc2c([nH]c3cccc(Cl)c32)c1=O. Results: hERG_inhib (hERG inhibition (general)): blocker.